From a dataset of Peptide-MHC class I binding affinity with 185,985 pairs from IEDB/IMGT. Regression. Given a peptide amino acid sequence and an MHC pseudo amino acid sequence, predict their binding affinity value. This is MHC class I binding data. The peptide sequence is KLNENIIRF. The MHC is HLA-B40:01 with pseudo-sequence HLA-B40:01. The binding affinity (normalized) is 0.0847.